Dataset: Reaction yield outcomes from USPTO patents with 853,638 reactions. Task: Predict the reaction yield, written as a fraction of the theoretical maximum amount of product (1.0 means a 100% yield; for example, 0.34 means a 34% yield). (1) The reactants are [F:1][C:2]([F:15])([F:14])[C:3](=O)[CH2:4][C:5]([C:7]1[CH:12]=[CH:11][CH:10]=[CH:9][N:8]=1)=O.S(O)(O)(=O)=O.[CH3:21][S:22][C:23](=[NH:25])[NH2:24].[O-]CC.[Na+]. The catalyst is C(O)C. The product is [F:1][C:2]([F:15])([F:14])[C:3]1[CH:4]=[C:5]([C:7]2[CH:12]=[CH:11][CH:10]=[CH:9][N:8]=2)[N:25]=[C:23]([S:22][CH3:21])[N:24]=1. The yield is 0.170. (2) The reactants are [CH:1]([C:4]1[CH:9]=[CH:8][C:7]([CH3:10])=[CH:6][C:5]=1[N:11]1[C:15](=[O:16])[CH2:14][S:13]/[C:12]/1=[N:17]\[C:18]([NH:20][CH2:21][CH2:22][C:23]1[CH:28]=[CH:27][C:26]([C:29]2[N:33]=[CH:32][N:31]([C:34]3[CH:39]=[CH:38][C:37]([O:40][C:41]([F:44])([F:43])[F:42])=[CH:36][CH:35]=3)[N:30]=2)=[CH:25][CH:24]=1)=[O:19])([CH3:3])[CH3:2].C1C(=O)C=CC2C=1C=C1C=2C=CC=C1.[B-](F)(F)(F)[F:60].[B-](F)(F)(F)F.C1[N+]2(CCl)CC[N+](F)(CC2)C1. The catalyst is C(#N)C. The product is [F:60][CH:14]1[S:13]/[C:12](=[N:17]\[C:18]([NH:20][CH2:21][CH2:22][C:23]2[CH:24]=[CH:25][C:26]([C:29]3[N:33]=[CH:32][N:31]([C:34]4[CH:35]=[CH:36][C:37]([O:40][C:41]([F:44])([F:43])[F:42])=[CH:38][CH:39]=4)[N:30]=3)=[CH:27][CH:28]=2)=[O:19])/[N:11]([C:5]2[CH:6]=[C:7]([CH3:10])[CH:8]=[CH:9][C:4]=2[CH:1]([CH3:3])[CH3:2])[C:15]1=[O:16]. The yield is 0.630.